From a dataset of Reaction yield outcomes from USPTO patents with 853,638 reactions. Predict the reaction yield, written as a fraction of the theoretical maximum amount of product (1.0 means a 100% yield; for example, 0.34 means a 34% yield). (1) The reactants are C(OC([N:8]1[C:17]2[C:12](=[CH:13][CH:14]=[C:15]([NH:18][C:19]([C:21]3[C:30](=[O:31])[C:29]4[C:24](=[CH:25][CH:26]=[CH:27][CH:28]=4)[NH:23][CH:22]=3)=[O:20])[CH:16]=2)[CH2:11][CH2:10][CH2:9]1)=O)(C)(C)C.C(O)(C(F)(F)F)=O. The catalyst is C(Cl)Cl. The product is [O:31]=[C:30]1[C:29]2[C:24](=[CH:25][CH:26]=[CH:27][CH:28]=2)[NH:23][CH:22]=[C:21]1[C:19]([NH:18][C:15]1[CH:16]=[C:17]2[C:12]([CH2:11][CH2:10][CH2:9][NH:8]2)=[CH:13][CH:14]=1)=[O:20]. The yield is 0.320. (2) The reactants are [Cl-].[CH3:2][O:3]C[P+](C1C=CC=CC=1)(C1C=CC=CC=1)C1C=CC=CC=1.[CH3:24][C:25](C)([O-:27])[CH3:26].[K+].[F:30][C:31]1[CH:32]=[C:33]([CH:38]2[CH2:43][CH2:42][C:41](=O)[CH2:40][CH2:39]2)[CH:34]=[C:35]([F:37])[CH:36]=1.Cl.C(O)CCO. The catalyst is C1COCC1.C1(C)C=CC=CC=1.C1(C)C=CC(S(O)(=O)=O)=CC=1.CC(C)=O.O. The product is [CH2:24]1[O:3][CH:2]([CH:41]2[CH2:42][CH2:43][CH:38]([C:33]3[CH:32]=[C:31]([F:30])[CH:36]=[C:35]([F:37])[CH:34]=3)[CH2:39][CH2:40]2)[O:27][CH:25]1[CH3:26]. The yield is 0.920. (3) The yield is 0.647. The catalyst is ClCCl.CCOCC. The product is [Cl:26][C:23]1[CH:24]=[CH:25][C:20]([O:19][C:17](=[O:18])[N:3]([CH2:4][CH2:5][C@H:6]2[CH2:11][CH2:10][C@H:9](/[CH:12]=[CH:13]/[CH2:14][OH:15])[CH2:8][CH2:7]2)[CH3:2])=[CH:21][CH:22]=1. The reactants are Cl.[CH3:2][NH:3][CH2:4][CH2:5][C@H:6]1[CH2:11][CH2:10][C@H:9](/[CH:12]=[CH:13]/[CH2:14][OH:15])[CH2:8][CH2:7]1.Cl[C:17]([O:19][C:20]1[CH:25]=[CH:24][C:23]([Cl:26])=[CH:22][CH:21]=1)=[O:18].C(N(C(C)C)CC)(C)C. (4) The reactants are [Cl:1][C:2]1[C:10]2[O:9][CH2:8][O:7][C:6]=2[CH:5]=[C:4]([CH2:11]Cl)[CH:3]=1.[C-:13]#[N:14].[Na+].O. The catalyst is CS(C)=O. The product is [Cl:1][C:2]1[C:10]2[O:9][CH2:8][O:7][C:6]=2[CH:5]=[C:4]([CH2:11][C:13]#[N:14])[CH:3]=1. The yield is 0.580. (5) The reactants are [Cl:1][C:2]1[CH:7]=[C:6]([O:8][C:9]2[C:18]3[C:13](=[CH:14][C:15]([O:21][CH3:22])=[C:16]([O:19][CH3:20])[CH:17]=3)[N:12]=[CH:11][CH:10]=2)[CH:5]=[CH:4][C:3]=1[NH:23][C:24]([NH:26][C:27]1[CH:31]=[C:30]([CH3:32])[O:29][N:28]=1)=[O:25].O.[C:34]1([CH3:44])[CH:39]=[CH:38][C:37]([S:40]([OH:43])(=[O:42])=[O:41])=[CH:36][CH:35]=1.O. The catalyst is C(#N)C.CO. The product is [C:34]1([CH3:44])[CH:35]=[CH:36][C:37]([S:40]([OH:43])(=[O:41])=[O:42])=[CH:38][CH:39]=1.[Cl:1][C:2]1[CH:7]=[C:6]([O:8][C:9]2[C:18]3[C:13](=[CH:14][C:15]([O:21][CH3:22])=[C:16]([O:19][CH3:20])[CH:17]=3)[N:12]=[CH:11][CH:10]=2)[CH:5]=[CH:4][C:3]=1[NH:23][C:24]([NH:26][C:27]1[CH:31]=[C:30]([CH3:32])[O:29][N:28]=1)=[O:25]. The yield is 0.840. (6) The reactants are [CH3:1][NH:2][NH2:3].[F:4][C:5]([F:12])([F:11])[C:6](=O)[CH2:7][C:8]#[N:9].Cl. The catalyst is CCO. The product is [CH3:1][N:2]1[C:8]([NH2:9])=[CH:7][C:6]([C:5]([F:12])([F:11])[F:4])=[N:3]1. The yield is 0.210.